This data is from Catalyst prediction with 721,799 reactions and 888 catalyst types from USPTO. The task is: Predict which catalyst facilitates the given reaction. Reactant: [CH3:1][O:2][C:3](=[O:45])[CH2:4][C@H:5]([O:37][Si](C(C)(C)C)(C)C)[CH2:6][C:7](=[O:36])[CH:8]=[CH:9][C:10]1[N:11]([CH2:34][CH3:35])[C:12]([C:25](=[O:33])[NH:26][C:27]2[CH:32]=[CH:31][CH:30]=[CH:29][CH:28]=2)=[C:13]([CH:22]([CH3:24])[CH3:23])[C:14]=1[C:15]1[CH:20]=[CH:19][C:18]([F:21])=[CH:17][CH:16]=1.F. Product: [CH3:1][O:2][C:3](=[O:45])[CH2:4][C@H:5]([OH:37])[CH2:6][C:7](=[O:36])[CH:8]=[CH:9][C:10]1[N:11]([CH2:34][CH3:35])[C:12]([C:25](=[O:33])[NH:26][C:27]2[CH:32]=[CH:31][CH:30]=[CH:29][CH:28]=2)=[C:13]([CH:22]([CH3:23])[CH3:24])[C:14]=1[C:15]1[CH:20]=[CH:19][C:18]([F:21])=[CH:17][CH:16]=1. The catalyst class is: 10.